From a dataset of Reaction yield outcomes from USPTO patents with 853,638 reactions. Predict the reaction yield, written as a fraction of the theoretical maximum amount of product (1.0 means a 100% yield; for example, 0.34 means a 34% yield). The reactants are [Cl:1][C:2]1[CH:3]=[C:4]2[C:9](=[CH:10][C:11]=1[O:12][C:13]1[CH:18]=[CH:17][C:16]([C:19](=[O:34])[NH:20][CH:21]3[CH2:26][CH2:25][CH:24]([C:27]4[CH:32]=[CH:31][C:30]([Cl:33])=[CH:29][CH:28]=4)[CH2:23][CH2:22]3)=[CH:15][CH:14]=1)[O:8][CH2:7][CH2:6][CH:5]2[C:35]([OH:37])=[O:36].C[O-].[Na+:40].CO. The catalyst is C1COCC1.CO. The product is [Cl:1][C:2]1[CH:3]=[C:4]2[C:9](=[CH:10][C:11]=1[O:12][C:13]1[CH:14]=[CH:15][C:16]([C:19](=[O:34])[NH:20][CH:21]3[CH2:22][CH2:23][CH:24]([C:27]4[CH:28]=[CH:29][C:30]([Cl:33])=[CH:31][CH:32]=4)[CH2:25][CH2:26]3)=[CH:17][CH:18]=1)[O:8][CH2:7][CH2:6][CH:5]2[C:35]([O-:37])=[O:36].[Na+:40]. The yield is 1.00.